Task: Regression. Given two drug SMILES strings and cell line genomic features, predict the synergy score measuring deviation from expected non-interaction effect.. Dataset: NCI-60 drug combinations with 297,098 pairs across 59 cell lines Drug 1: C1=NC(=NC(=O)N1C2C(C(C(O2)CO)O)O)N. Drug 2: CCC1(C2=C(COC1=O)C(=O)N3CC4=CC5=C(C=CC(=C5CN(C)C)O)N=C4C3=C2)O.Cl. Cell line: T-47D. Synergy scores: CSS=20.1, Synergy_ZIP=-4.21, Synergy_Bliss=-4.97, Synergy_Loewe=-13.7, Synergy_HSA=-3.38.